This data is from Peptide-MHC class I binding affinity with 185,985 pairs from IEDB/IMGT. The task is: Regression. Given a peptide amino acid sequence and an MHC pseudo amino acid sequence, predict their binding affinity value. This is MHC class I binding data. (1) The peptide sequence is KIRLGFHWK. The MHC is HLA-A26:01 with pseudo-sequence HLA-A26:01. The binding affinity (normalized) is 0.0847. (2) The peptide sequence is KIIQKSSSI. The MHC is H-2-Dd with pseudo-sequence H-2-Dd. The binding affinity (normalized) is 0. (3) The peptide sequence is VWKQLFPEL. The MHC is HLA-A02:19 with pseudo-sequence HLA-A02:19. The binding affinity (normalized) is 0.0847. (4) The binding affinity (normalized) is 0.0847. The MHC is HLA-A26:01 with pseudo-sequence HLA-A26:01. The peptide sequence is GYTPGQQFY. (5) The peptide sequence is IVTFINDYA. The MHC is HLA-A02:01 with pseudo-sequence HLA-A02:01. The binding affinity (normalized) is 0.226. (6) The peptide sequence is NTTIEKEI. The MHC is HLA-A02:01 with pseudo-sequence HLA-A02:01. The binding affinity (normalized) is 0. (7) The binding affinity (normalized) is 0.0641. The peptide sequence is RPMTYKAAL. The MHC is BoLA-JSP.1 with pseudo-sequence BoLA-JSP.1.